Dataset: Catalyst prediction with 721,799 reactions and 888 catalyst types from USPTO. Task: Predict which catalyst facilitates the given reaction. (1) Reactant: [Cl:1][C:2]1[C:3]([NH:8][NH2:9])=[N:4][CH:5]=[CH:6][CH:7]=1.C(O[CH:13]=[C:14]([C:17]#[N:18])[C:15]#[N:16])C. Product: [NH2:18][C:17]1[N:8]([C:3]2[C:2]([Cl:1])=[CH:7][CH:6]=[CH:5][N:4]=2)[N:9]=[CH:13][C:14]=1[C:15]#[N:16]. The catalyst class is: 5. (2) Reactant: [C:1]([O:5][C:6]([N:8]1[CH2:11][CH:10]([C:12]2[CH:13]=[C:14]([N:22]([CH2:29][CH3:30])[CH:23]3[CH2:28][CH2:27][O:26][CH2:25][CH2:24]3)[C:15]([CH3:21])=[C:16]([CH:20]=2)[C:17]([OH:19])=O)[CH2:9]1)=[O:7])([CH3:4])([CH3:3])[CH3:2].CCN(C(C)C)C(C)C.CN(C(ON1N=NC2C=CC=NC1=2)=[N+](C)C)C.F[P-](F)(F)(F)(F)F.[NH2:64][CH2:65][C:66]1[C:67](=[O:74])[NH:68][C:69]([CH3:73])=[CH:70][C:71]=1[CH3:72]. Product: [CH3:72][C:71]1[CH:70]=[C:69]([CH3:73])[NH:68][C:67](=[O:74])[C:66]=1[CH2:65][NH:64][C:17]([C:16]1[CH:20]=[C:12]([CH:10]2[CH2:11][N:8]([C:6]([O:5][C:1]([CH3:2])([CH3:3])[CH3:4])=[O:7])[CH2:9]2)[CH:13]=[C:14]([N:22]([CH2:29][CH3:30])[CH:23]2[CH2:24][CH2:25][O:26][CH2:27][CH2:28]2)[C:15]=1[CH3:21])=[O:19]. The catalyst class is: 18. (3) Reactant: [CH2:1]([O:3][C:4](=[O:25])[C@@H:5]([O:21][CH2:22][CH:23]=[CH2:24])[CH2:6][C:7]1[CH:12]=[CH:11][C:10]([O:13]CC2C=CC=CC=2)=[CH:9][CH:8]=1)[CH3:2]. Product: [CH2:1]([O:3][C:4](=[O:25])[C@@H:5]([O:21][CH2:22][CH2:23][CH3:24])[CH2:6][C:7]1[CH:8]=[CH:9][C:10]([OH:13])=[CH:11][CH:12]=1)[CH3:2]. The catalyst class is: 50. (4) Reactant: [S:1]([C:5]1[CH:10]=[CH:9][C:8]([N:11]2[C:15](=[O:16])[CH:14]=[C:13]([CH3:17])[NH:12]2)=[CH:7][CH:6]=1)([OH:4])(=[O:3])=[O:2].[CH3:18]I. Product: [S:1]([C:5]1[CH:6]=[CH:7][C:8]([N:11]2[C:15](=[O:16])[CH:14]=[C:13]([CH3:17])[N:12]2[CH3:18])=[CH:9][CH:10]=1)([OH:4])(=[O:2])=[O:3]. The catalyst class is: 5. (5) Reactant: [CH2:1]([O:8][C:9]1[CH:16]=[CH:15][C:12]([CH:13]=O)=[CH:11][C:10]=1[O:17][CH3:18])[C:2]1[CH:7]=[CH:6][CH:5]=[CH:4][CH:3]=1.[N+:19]([CH3:22])([O-:21])=[O:20].C(Cl)Cl. Product: [CH2:1]([O:8][C:9]1[CH:16]=[CH:15][C:12]([CH2:13][CH2:22][NH2:19])=[CH:11][C:10]=1[O:17][CH3:18])[C:2]1[CH:7]=[CH:6][CH:5]=[CH:4][CH:3]=1.[CH2:1]([O:8][C:9]1[CH:16]=[CH:15][C:12](/[CH:13]=[CH:22]/[N+:19]([O-:21])=[O:20])=[CH:11][C:10]=1[O:17][CH3:18])[C:2]1[CH:7]=[CH:6][CH:5]=[CH:4][CH:3]=1. The catalyst class is: 52. (6) Reactant: P([O-])([O-])([O-])=O.[K+].[K+].[K+].[Cl:9][C:10]1[CH:11]=[C:12]2[N:19]([CH2:20][O:21][CH2:22][CH2:23][Si:24]([CH3:27])([CH3:26])[CH3:25])[C:18]([O:28][C@H:29]3[C@H:33]4[O:34][CH2:35][C@@H:36]([OH:37])[C@H:32]4[O:31][CH2:30]3)=[N:17][C:13]2=[N:14][C:15]=1I.CC1(C)C(C)(C)OB([C:46]2[CH:51]=[CH:50][C:49]([CH:52]3[CH2:56][CH2:55][N:54]([CH2:57][C:58]([F:61])([F:60])[F:59])[CH2:53]3)=[CH:48][CH:47]=2)O1. Product: [Cl:9][C:10]1[CH:11]=[C:12]2[N:19]([CH2:20][O:21][CH2:22][CH2:23][Si:24]([CH3:27])([CH3:26])[CH3:25])[C:18]([O:28][C@H:29]3[C@H:33]4[O:34][CH2:35][C@@H:36]([OH:37])[C@H:32]4[O:31][CH2:30]3)=[N:17][C:13]2=[N:14][C:15]=1[C:46]1[CH:47]=[CH:48][C:49]([CH:52]2[CH2:56][CH2:55][N:54]([CH2:57][C:58]([F:60])([F:59])[F:61])[CH2:53]2)=[CH:50][CH:51]=1. The catalyst class is: 258.